From a dataset of Experimentally validated miRNA-target interactions with 360,000+ pairs, plus equal number of negative samples. Binary Classification. Given a miRNA mature sequence and a target amino acid sequence, predict their likelihood of interaction. (1) The miRNA is hsa-miR-1268a with sequence CGGGCGUGGUGGUGGGGG. The protein sequence of the target gene is MVHSSMGAPEIRMSKPLEAEKQSLDSPSEHTDTERNGPDINHQNPQNKASPFSVSPTGPSTKIKAEDPSGDSAPAAPPPPQPAQPHLPQAQLMLTGSQLAGDIQQLLQLQQLVLVPGHHLQPPAQFLLPQAQQSQPGLLPTPNLFQLPQQTQGALLTSQPRAGLPTQPPKCLEPPSHPEEPSDLEELEQFARTFKQRRIKLGFTQGDVGLAMGKLYGNDFSQTTISRFEALNLSFKNMCKLKPLLEKWLNDAETMSVDSSLPSPNQLSSPSLGFDGLPGRRRKKRTSIETNVRFALEKSF.... Result: 0 (no interaction). (2) The miRNA is mmu-miR-466i-5p with sequence UGUGUGUGUGUGUGUGUGUG. The protein sequence of the target gene is MFSGLTLNCVLLLLQLLLARSLENAYVFEVGKNAYLPCSYTLSTPGALVPMCWGKGFCPWSQCTNELLRTDERNVTYQKSSRYQLKGDLNKGDVSLIIKNVTLDDHGTYCCRIQFPGLMNDKKLELKLDIKAAKVTPAQTAHGDSTTASPRTLTTERNGSETQTLVTLHNNNGTKISTWADEIKDSGETIRTAIHIGVGVSAGLTLALIIGVLILKWYSCKKKKLSSLSLITLANLPPGGLANAGAVRIRSEENIYTIEENVYEVENSNEYYCYVNSQQPS. Result: 1 (interaction). (3) The miRNA is hsa-miR-6506-5p with sequence ACUGGGAUGUCACUGAAUAUGGU. Result: 0 (no interaction). The protein sequence of the target gene is MAGPQQQPPYLHLAELTASQFLEIWKHFDADGNGYIEGKELENFFQELEKARKGSGMMSKSDNFGEKMKEFMQKYDKNSDGKIEMAELAQILPTEENFLLCFRQHVGSSAEFMEAWRKYDTDRSGYIEANELKGFLSDLLKKANRPYDEPKLQEYTQTILRMFDLNGDGKLGLSEMSRLLPVQENFLLKFQGMKLTSEEFNAIFTFYDKDRSGYIDEHELDALLKDLYEKNKKEMNIQQLTNYRKSVMSLAEAGKLYRKDLEIVLCSEPPM. (4) The miRNA is hsa-miR-5699-5p with sequence UGCCCCAACAAGGAAGGACAAG. The protein sequence of the target gene is MWPFPSRSLFPPPTQAWLQTVSSDPEAQGWGAWNETKEILGPEGGEGKEEKEEEEDAEEDQDGDAGFLLSLLEQENLAECPLPDQELEAIKMKVCAMEQAEGTPRPPGVQQQAEEEEGTAAGQLLSPETVGCPLSGTPEEKVEADHRSVYVGNVDYGGSAEELEAHFSRCGEVHRVTILCDKFSGHPKGYAYIEFATKGSVQAAVELDQSLFRGRVIKVLPKRTNFPGISSTDRGGLRGHPGSRGAPFPHSGLQGRPRLRPQGQNRARGKFSPWFSPY. Result: 1 (interaction). (5) The miRNA is hsa-miR-20b-5p with sequence CAAAGUGCUCAUAGUGCAGGUAG. The protein sequence of the target gene is MRRLICKRICDYKSFDDEESVDGNRPSSAASAFKVPAPKTPGNPVSSARKPGSAGGPKVGGPSKEGGAGAVDEDDFIKAFTDVPSVQIYSSRELEETLNKIREILSDDKHDWDQRANALKKIRSLLVAGAAQYDCFFQHLRLLDGALKLSAKDLRSQVVREACITVAHLSTVLGNKFDHGAEAIVPTLFNLVPNSAKVMATSGCAAIRFIIRHTHVPRLIPLITSNCTSKSVPVRRRSFEFLDLLLQEWQTHSLERHAAVLVETIKKGIHDADAEARVEARKTYMGLRNHFPGEAETLYN.... Result: 0 (no interaction). (6) The miRNA is hsa-miR-6088 with sequence AGAGAUGAAGCGGGGGGGCG. The protein sequence of the target gene is MCNTNMSVSTEGAASTSQIPASEQETLVRPKPLLLKLLKSVGAQNDTYTMKEIIFYIGQYIMTKRLYDEKQQHIVYCSNDLLGDVFGVPSFSVKEHRKIYAMIYRNLVAVSQQDSGTSLSESRRQPEGGSDLKDPLQAPPEEKPSSSDLISRLSTSSRRRSISETEENTDELPGERHRKRRRSLSFDPSLGLCELREMCSGGSSSSSSSSSESTETPSHQDLDDGVSEHSGDCLDQDSVSDQFSVEFEVESLDSEDYSLSDEGHELSDEDDEVYRVTVYQTGESDTDSFEGDPEISLADY.... Result: 0 (no interaction). (7) The miRNA is hsa-miR-331-3p with sequence GCCCCUGGGCCUAUCCUAGAA. The protein sequence of the target gene is MGDHLDLLLGVVLMAGPVFGIPSCSFDGRIAFYRFCNLTQVPQVLNTTERLLLSFNYIRTVTASSFPFLEQLQLLELGSQYTPLTIDKEAFRNLPNLRILDLGSSKIYFLHPDAFQGLFHLFELRLYFCGLSDAVLKDGYFRNLKALTRLDLSKNQIRSLYLHPSFGKLNSLKSIDFSSNQIFLVCEHELEPLQGKTLSFFSLAANSLYSRVSVDWGKCMNPFRNMVLEILDVSGNGWTVDITGNFSNAISKSQAFSLILAHHIMGAGFGFHNIKDPDQNTFAGLARSSVRHLDLSHGFV.... Result: 0 (no interaction). (8) The miRNA is hsa-miR-5195-5p with sequence AACCCCUAAGGCAACUGGAUGG. The protein sequence of the target gene is MSNTTVVPSTAGPGPSGGPGGGGGGGGGGGGTEVIQVTNVSPSASSEQMRTLFGFLGKIDELRLFPPDDSPLPVSSRVCFVKFHDPDSAVVAQHLTNTVFVDRALIVVPYAEGVIPDEAKALSLLAPANAVAGLLPGGGLLPTPNPLTQIGAVPLAALGAPTLDPALAALGLPGANLNSQSLAADQLLKLMSTVDPKLNHVAAGLVSPSLKSDTSSKEIEEAMKRVREAQSLISAAIEPDKKEEKRRHSRSRSRSRRRRTPSSSRHRRSRSRSRRRSHSKSRSRRRSKSPRRRRSHSRER.... Result: 1 (interaction). (9) The miRNA is hsa-miR-579-3p with sequence UUCAUUUGGUAUAAACCGCGAUU. The protein sequence of the target gene is MKLYCLSGHPTLPCNVLKFKSTTIMLDCGLDMTSTLNFLPLPLVQSPRLSNLPGWSLKDGNAFLDKELKECSGHVFVDSVPEFCLPETELIDLSTVDVILISNYHCMMALPYITEHTGFTGTVYATEPTMQIGRLLMEELVNFIERVPKAQSASLWKNKDIQRLLPSPLKDAVEVSTWRRCYTMQEVNSALSKIQLVGYSQKIELFGAVQVTPLSSGYALGSSNWIIQSHYEKVSYVSGSSLLTTHPQPMDQASLKNSDVLILTGLTQIPTANPDGMVGEFCSNLALTVRNGGNVLVPCY.... Result: 0 (no interaction).